From a dataset of Peptide-MHC class II binding affinity with 134,281 pairs from IEDB. Regression. Given a peptide amino acid sequence and an MHC pseudo amino acid sequence, predict their binding affinity value. This is MHC class II binding data. (1) The peptide sequence is HEMNNGGDAMYMALI. The MHC is DRB5_0101 with pseudo-sequence DRB5_0101. The binding affinity (normalized) is 0.413. (2) The peptide sequence is EKKYFAFTQFEPLAA. The MHC is HLA-DPA10103-DPB10601 with pseudo-sequence HLA-DPA10103-DPB10601. The binding affinity (normalized) is 0.941. (3) The peptide sequence is EAEPPFGESNIVIGI. The MHC is DRB1_0101 with pseudo-sequence DRB1_0101. The binding affinity (normalized) is 0.358. (4) The peptide sequence is IEKVDAAFKVAATAANAAPA. The MHC is DRB1_1101 with pseudo-sequence DRB1_1101. The binding affinity (normalized) is 0.654. (5) The peptide sequence is YRKFLANVSTVLTGK. The MHC is DRB1_0802 with pseudo-sequence DRB1_0802. The binding affinity (normalized) is 0.802. (6) The peptide sequence is SQDLELSWNENGLQAY. The MHC is DRB1_1302 with pseudo-sequence DRB1_1302. The binding affinity (normalized) is 0.592. (7) The peptide sequence is FLFQRAVAREAIIAL. The binding affinity (normalized) is 0.509. The MHC is DRB1_1501 with pseudo-sequence DRB1_1501. (8) The peptide sequence is PDYKYLMDEEVPA. The MHC is HLA-DQA10101-DQB10501 with pseudo-sequence HLA-DQA10101-DQB10501. The binding affinity (normalized) is 0.234. (9) The peptide sequence is IHKASTVLAFPAGVC. The MHC is HLA-DQA10101-DQB10501 with pseudo-sequence HLA-DQA10101-DQB10501. The binding affinity (normalized) is 0.212.